From a dataset of Reaction yield outcomes from USPTO patents with 853,638 reactions. Predict the reaction yield, written as a fraction of the theoretical maximum amount of product (1.0 means a 100% yield; for example, 0.34 means a 34% yield). The reactants are [C:1]([O:5][C:6]([N:8]1[CH2:13][CH2:12][CH:11]([N:14]2[C:18]3=[N:19][CH:20]=[N:21][C:22](Cl)=[C:17]3[CH:16]=[N:15]2)[CH2:10][CH2:9]1)=[O:7])([CH3:4])([CH3:3])[CH3:2].[OH:24][C:25]1[CH:26]=[N:27][CH:28]=[CH:29][CH:30]=1.C(=O)([O-])[O-].[K+].[K+].ClCCl. The catalyst is CN(C)C=O.O. The product is [C:1]([O:5][C:6]([N:8]1[CH2:13][CH2:12][CH:11]([N:14]2[C:18]3=[N:19][CH:20]=[N:21][C:22]([O:24][C:25]4[CH:26]=[N:27][CH:28]=[CH:29][CH:30]=4)=[C:17]3[CH:16]=[N:15]2)[CH2:10][CH2:9]1)=[O:7])([CH3:4])([CH3:3])[CH3:2]. The yield is 0.340.